This data is from Catalyst prediction with 721,799 reactions and 888 catalyst types from USPTO. The task is: Predict which catalyst facilitates the given reaction. (1) Reactant: P(Cl)(Cl)(Cl)=O.[C:6]([C:9]1[CH:10]=[CH:11][C:12]([O:18][CH2:19][C:20]2[CH:25]=[CH:24][CH:23]=[CH:22][CH:21]=2)=[C:13]([CH:17]=1)[C:14]([OH:16])=O)(=[O:8])[CH3:7].[F:26][C:27]([F:40])([F:39])[C:28]1[CH:29]=[C:30]([CH:32]=[C:33]([C:35]([F:38])([F:37])[F:36])[CH:34]=1)[NH2:31].N1C=CC=CC=1.Cl. Product: [C:6]([C:9]1[CH:10]=[CH:11][C:12]([O:18][CH2:19][C:20]2[CH:25]=[CH:24][CH:23]=[CH:22][CH:21]=2)=[C:13]([CH:17]=1)[C:14]([NH:31][C:30]1[CH:32]=[C:33]([C:35]([F:36])([F:37])[F:38])[CH:34]=[C:28]([C:27]([F:26])([F:39])[F:40])[CH:29]=1)=[O:16])(=[O:8])[CH3:7]. The catalyst class is: 217. (2) Reactant: B.C1COCC1.[CH2:7]([O:14][C:15]1[CH:20]=[CH:19][C:18]([C:21](=[O:24])[CH2:22][Br:23])=[CH:17][C:16]=1[N+:25]([O-:27])=[O:26])[C:8]1[CH:13]=[CH:12][CH:11]=[CH:10][CH:9]=1.CO. Product: [CH2:7]([O:14][C:15]1[CH:20]=[CH:19][C:18]([C@@H:21]([OH:24])[CH2:22][Br:23])=[CH:17][C:16]=1[N+:25]([O-:27])=[O:26])[C:8]1[CH:9]=[CH:10][CH:11]=[CH:12][CH:13]=1. The catalyst class is: 1. (3) Reactant: C([O:3][C:4]([C:6]1([C:13]2[CH:18]=[CH:17][C:16]([O:19][CH3:20])=[CH:15][C:14]=2[O:21][CH3:22])[CH2:11][CH2:10][CH2:9][C:8](=[O:12])[NH:7]1)=O)C.[BH4-].[Na+]. Product: [CH3:22][O:21][C:14]1[CH:15]=[C:16]([O:19][CH3:20])[CH:17]=[CH:18][C:13]=1[C:6]1([CH2:4][OH:3])[NH:7][C:8](=[O:12])[CH2:9][CH2:10][CH2:11]1. The catalyst class is: 5.